Dataset: Full USPTO retrosynthesis dataset with 1.9M reactions from patents (1976-2016). Task: Predict the reactants needed to synthesize the given product. (1) Given the product [Cl:1][C:2]1[CH:11]=[C:10]([CH:12]([NH2:35])[CH3:13])[C:9]([N:15]2[CH2:20][CH2:19][N:18]([C:21](=[O:28])[C:22]3[CH:27]=[CH:26][N:25]=[CH:24][CH:23]=3)[CH2:17][CH2:16]2)=[C:8]2[C:3]=1[CH:4]=[CH:5][CH:6]=[N:7]2, predict the reactants needed to synthesize it. The reactants are: [Cl:1][C:2]1[CH:11]=[C:10]([C:12](=O)[CH3:13])[C:9]([N:15]2[CH2:20][CH2:19][N:18]([C:21](=[O:28])[C:22]3[CH:27]=[CH:26][N:25]=[CH:24][CH:23]=3)[CH2:17][CH2:16]2)=[C:8]2[C:3]=1[CH:4]=[CH:5][CH:6]=[N:7]2.C([O-])(=O)C.[NH4+].C([BH3-])#[N:35].[Na+].O1CCCC1. (2) Given the product [NH:2]([C:6]([C:8]([NH:10][C:11]1[CH:28]=[CH:27][C:14]([O:15][C@H:16]2[CH2:21][CH2:20][C@H:19]([C:22]([O:24][CH2:25][CH3:26])=[O:23])[CH2:18][CH2:17]2)=[CH:13][C:12]=1[N+:29]([O-:31])=[O:30])=[O:9])=[O:7])[NH2:3], predict the reactants needed to synthesize it. The reactants are: O.[NH2:2][NH2:3].CO[C:6]([C:8]([NH:10][C:11]1[CH:28]=[CH:27][C:14]([O:15][C@H:16]2[CH2:21][CH2:20][C@H:19]([C:22]([O:24][CH2:25][CH3:26])=[O:23])[CH2:18][CH2:17]2)=[CH:13][C:12]=1[N+:29]([O-:31])=[O:30])=[O:9])=[O:7].